Dataset: Forward reaction prediction with 1.9M reactions from USPTO patents (1976-2016). Task: Predict the product of the given reaction. Given the reactants [H-].[Na+].[CH2:3]([O:5][C:6]([C:8]1[S:18][C:11]2[N:12]=[C:13]([NH2:17])[N:14]=[C:15](Cl)[C:10]=2[CH:9]=1)=[O:7])[CH3:4].[CH:19]1[C:24]([CH:25]=[O:26])=[CH:23][C:22]2[O:27][CH2:28][O:29][C:21]=2[CH:20]=1.[Br-].C(N1C=C[N+](C)=C1)C, predict the reaction product. The product is: [CH2:3]([O:5][C:6]([C:8]1[S:18][C:11]2[N:12]=[C:13]([NH2:17])[N:14]=[C:15]([C:25]([C:24]3[CH:19]=[CH:20][C:21]4[O:29][CH2:28][O:27][C:22]=4[CH:23]=3)=[O:26])[C:10]=2[CH:9]=1)=[O:7])[CH3:4].